Dataset: Forward reaction prediction with 1.9M reactions from USPTO patents (1976-2016). Task: Predict the product of the given reaction. (1) Given the reactants [CH:1]([C:3]1[CH:21]=[CH:20][C:6]([CH2:7][N:8]2[CH2:13][CH2:12][N:11]([CH2:14][C:15](OCC)=[O:16])[CH2:10][CH2:9]2)=[CH:5][CH:4]=1)=[CH2:2].[NH2:22][NH2:23], predict the reaction product. The product is: [CH2:1]([C:3]1[CH:21]=[CH:20][C:6]([CH2:7][N:8]2[CH2:13][CH2:12][N:11]([CH2:14][C:15]([NH:22][NH2:23])=[O:16])[CH2:10][CH2:9]2)=[CH:5][CH:4]=1)[CH3:2]. (2) Given the reactants [NH2:1][C:2]1[C:3]([C:25]#[N:26])=[C:4]([C:16]2[CH:21]=[C:20]([F:22])[CH:19]=[CH:18][C:17]=2[O:23][CH3:24])[C:5]2[C:10](=[O:11])[N:9]([CH3:12])[C:8](=[O:13])[N:7]([CH3:14])[C:6]=2[N:15]=1.Br[CH2:28][C:29]1[CH:34]=[CH:33][CH:32]=[CH:31][C:30]=1[C:35]([F:38])([F:37])[F:36].NCC1C(NCC2C=CC3C(=CC=CC=3)C=2)=NC2N(C)C(=O)N(C)C(=O)C=2C=1C1C=C(F)C=CC=1OC, predict the reaction product. The product is: [NH2:26][CH2:25][C:3]1[C:2]([NH:1][CH2:28][C:29]2[CH:34]=[CH:33][CH:32]=[CH:31][C:30]=2[C:35]([F:36])([F:37])[F:38])=[N:15][C:6]2[N:7]([CH3:14])[C:8](=[O:13])[N:9]([CH3:12])[C:10](=[O:11])[C:5]=2[C:4]=1[C:16]1[CH:21]=[C:20]([F:22])[CH:19]=[CH:18][C:17]=1[O:23][CH3:24]. (3) Given the reactants [F:1][C:2]([F:27])([F:26])[C:3]1[CH:25]=[CH:24][C:6]([CH2:7][O:8][N:9]=[C:10]([C:13]2[CH:23]=[CH:22][C:16]([O:17][CH2:18][C:19]([OH:21])=O)=[CH:15][CH:14]=2)[CH2:11][CH3:12])=[CH:5][CH:4]=1.[O:28]1[CH2:33][CH2:32][CH:31]([CH2:34][NH2:35])[CH2:30][CH2:29]1.CCN=C=NCCCN(C)C.Cl, predict the reaction product. The product is: [O:28]1[CH2:33][CH2:32][CH:31]([CH2:34][NH:35][C:19](=[O:21])[CH2:18][O:17][C:16]2[CH:15]=[CH:14][C:13]([C:10](=[N:9][O:8][CH2:7][C:6]3[CH:5]=[CH:4][C:3]([C:2]([F:26])([F:1])[F:27])=[CH:25][CH:24]=3)[CH2:11][CH3:12])=[CH:23][CH:22]=2)[CH2:30][CH2:29]1. (4) Given the reactants S(Cl)(Cl)=O.COC1C=CC=CC=1CCC(O)=O.C1(CCCC(Cl)=O)C=CC=CC=1.[CH3:30][O:31][C:32]1[CH:33]=[C:34]2[C:39](=[CH:40][C:41]=1[O:42][CH3:43])[N:38]=[CH:37][N:36]=[C:35]2[O:44][C:45]1[CH:51]=[CH:50][C:48]([NH2:49])=[CH:47][CH:46]=1.[CH3:52][O:53][C:54]1[CH:59]=[CH:58][CH:57]=[CH:56][C:55]=1[CH2:60][CH2:61][C:62]([N:64]=[C:65]=[S:66])=[O:63], predict the reaction product. The product is: [CH3:30][O:31][C:32]1[CH:33]=[C:34]2[C:39](=[CH:40][C:41]=1[O:42][CH3:43])[N:38]=[CH:37][N:36]=[C:35]2[O:44][C:45]1[CH:51]=[CH:50][C:48]([NH:49][C:65]([NH:64][C:62](=[O:63])[CH2:61][CH2:60][C:55]2[CH:56]=[CH:57][CH:58]=[CH:59][C:54]=2[O:53][CH3:52])=[S:66])=[CH:47][CH:46]=1.